This data is from Catalyst prediction with 721,799 reactions and 888 catalyst types from USPTO. The task is: Predict which catalyst facilitates the given reaction. Reactant: [Cl:1][C:2]1[CH:14]=[C:13]2[C:5]([CH2:6][CH2:7][C:8]32[CH2:12][CH2:11][NH:10][CH2:9]3)=[CH:4][CH:3]=1.C([O-])([O-])=O.[K+].[K+].[I-].[Na+].Cl[CH2:24][CH2:25][CH2:26][S:27][C:28]1[N:29]([CH3:40])[C:30]([C:33]2[S:37][C:36]([CH3:38])=[N:35][C:34]=2[CH3:39])=[N:31][N:32]=1. Product: [ClH:1].[Cl:1][C:2]1[CH:14]=[C:13]2[C:5]([CH2:6][CH2:7][C:8]32[CH2:12][CH2:11][N:10]([CH2:24][CH2:25][CH2:26][S:27][C:28]2[N:29]([CH3:40])[C:30]([C:33]4[S:37][C:36]([CH3:38])=[N:35][C:34]=4[CH3:39])=[N:31][N:32]=2)[CH2:9]3)=[CH:4][CH:3]=1. The catalyst class is: 179.